Dataset: Full USPTO retrosynthesis dataset with 1.9M reactions from patents (1976-2016). Task: Predict the reactants needed to synthesize the given product. (1) Given the product [F:12][C:7]([F:13])([S:8]([O-:11])(=[O:10])=[O:9])[CH:6]([O:5][C:3](=[O:4])[CH2:2][O:42][C:37](=[O:41])[C:38]([CH3:40])=[CH2:39])[C:14]([F:17])([F:16])[F:15].[C:31]1([S+:24]([C:18]2[CH:19]=[CH:20][CH:21]=[CH:22][CH:23]=2)[C:25]2[CH:30]=[CH:29][CH:28]=[CH:27][CH:26]=2)[CH:32]=[CH:33][CH:34]=[CH:35][CH:36]=1, predict the reactants needed to synthesize it. The reactants are: Cl[CH2:2][C:3]([O:5][CH:6]([C:14]([F:17])([F:16])[F:15])[C:7]([F:13])([F:12])[S:8]([O-:11])(=[O:10])=[O:9])=[O:4].[C:18]1([S+:24]([C:31]2[CH:36]=[CH:35][CH:34]=[CH:33][CH:32]=2)[C:25]2[CH:30]=[CH:29][CH:28]=[CH:27][CH:26]=2)[CH:23]=[CH:22][CH:21]=[CH:20][CH:19]=1.[C:37]([O-:42])(=[O:41])[C:38]([CH3:40])=[CH2:39].[Na+].[I-].[Na+].C(C1C(O)=C(C(C)(C)C)C=C(C)C=1)C1C(O)=C(C(C)(C)C)C=C(C)C=1. (2) The reactants are: [C@@H:1]1([N:10]2[CH:17]=[CH:16][C:14](=[O:15])[NH:13][C:11]2=[O:12])[O:9][C@H:6]([CH2:7]O)[C@@H:4]([OH:5])[C@H:2]1[OH:3].C1(P(C2C=CC=CC=2)C2C=CC=CC=2)C=CC=CC=1.[N-:37]=[N+:38]=[N-:39].[Li+].C(Br)(Br)(Br)Br. Given the product [N:37]([CH2:7][C@H:6]1[O:9][C@@H:1]([N:10]2[CH:17]=[CH:16][C:14](=[O:15])[NH:13][C:11]2=[O:12])[C@H:2]([OH:3])[C@@H:4]1[OH:5])=[N+:38]=[N-:39], predict the reactants needed to synthesize it.